Dataset: Peptide-MHC class I binding affinity with 185,985 pairs from IEDB/IMGT. Task: Regression. Given a peptide amino acid sequence and an MHC pseudo amino acid sequence, predict their binding affinity value. This is MHC class I binding data. (1) The peptide sequence is DIVSDSKKIM. The MHC is HLA-A02:06 with pseudo-sequence HLA-A02:06. The binding affinity (normalized) is 0. (2) The peptide sequence is SALKAAQEM. The MHC is H-2-Ld with pseudo-sequence H-2-Ld. The binding affinity (normalized) is 0.356. (3) The peptide sequence is MYPFIFFIV. The MHC is HLA-B18:01 with pseudo-sequence HLA-B18:01. The binding affinity (normalized) is 0.0847.